Dataset: Full USPTO retrosynthesis dataset with 1.9M reactions from patents (1976-2016). Task: Predict the reactants needed to synthesize the given product. (1) Given the product [CH2:1]([O:3][C:4]([C:6]1[NH:7][CH:8]=[C:9]([C:20](=[O:21])[CH2:19][C:16]2[CH:17]=[CH:18][C:13]([F:12])=[CH:14][CH:15]=2)[C:10]=1[CH3:11])=[O:5])[CH3:2], predict the reactants needed to synthesize it. The reactants are: [CH2:1]([O:3][C:4]([C:6]1[NH:7][CH:8]=[CH:9][C:10]=1[CH3:11])=[O:5])[CH3:2].[F:12][C:13]1[CH:18]=[CH:17][C:16]([CH2:19][C:20](Cl)=[O:21])=[CH:15][CH:14]=1. (2) Given the product [C:1]([O:5][C:6](=[O:20])[N:7]([CH2:9][C@H:10]1[CH2:15][CH2:14][C@H:13]([C:16]#[C:17][CH2:26][OH:27])[CH2:12][CH2:11]1)[CH3:8])([CH3:4])([CH3:3])[CH3:2], predict the reactants needed to synthesize it. The reactants are: [C:1]([O:5][C:6](=[O:20])[N:7]([CH2:9][C@H:10]1[CH2:15][CH2:14][C@H:13]([CH:16]=[C:17](Br)Br)[CH2:12][CH2:11]1)[CH3:8])([CH3:4])([CH3:3])[CH3:2].C([Li])CCC.[CH2:26]=[O:27]. (3) Given the product [C:17]([Si:21]([O:16][C:13]1[CH:14]=[CH:15][C:10]([S:7]([CH3:6])(=[O:8])=[O:9])=[CH:11][CH:12]=1)([CH3:24])[CH3:23])([CH3:20])([CH3:19])[CH3:18], predict the reactants needed to synthesize it. The reactants are: N1C=CN=C1.[CH3:6][S:7]([C:10]1[CH:15]=[CH:14][C:13]([OH:16])=[CH:12][CH:11]=1)(=[O:9])=[O:8].[C:17]([Si:21]([CH3:24])([CH3:23])Cl)([CH3:20])([CH3:19])[CH3:18]. (4) Given the product [Na+:57].[F:51][C:48]([F:49])([F:50])[C:46]1[CH:47]=[C:42]([CH:43]=[C:44]([C:52]([F:53])([F:55])[F:54])[CH:45]=1)[CH2:41][N:28]([CH2:27][C:18]1[CH:19]=[C:20]([C:23]([F:24])([F:25])[F:26])[CH:21]=[CH:22][C:17]=1[N:7]([CH2:6][CH2:5][OH:4])[CH2:8][CH2:9][CH2:10][CH2:11][CH2:12][CH2:13][C:14]([O-:16])=[O:15])[C:29]1[N:34]=[CH:33][C:32]([N:35]2[CH2:36][CH2:37][O:38][CH2:39][CH2:40]2)=[CH:31][N:30]=1, predict the reactants needed to synthesize it. The reactants are: C([O:4][CH2:5][CH2:6][N:7]([C:17]1[CH:22]=[CH:21][C:20]([C:23]([F:26])([F:25])[F:24])=[CH:19][C:18]=1[CH2:27][N:28]([CH2:41][C:42]1[CH:47]=[C:46]([C:48]([F:51])([F:50])[F:49])[CH:45]=[C:44]([C:52]([F:55])([F:54])[F:53])[CH:43]=1)[C:29]1[N:34]=[CH:33][C:32]([N:35]2[CH2:40][CH2:39][O:38][CH2:37][CH2:36]2)=[CH:31][N:30]=1)[CH2:8][CH2:9][CH2:10][CH2:11][CH2:12][CH2:13][C:14]([OH:16])=[O:15])(=O)C.[OH-].[Na+:57]. (5) The reactants are: Br[C:2]1[CH:3]=[C:4]([NH:24][CH2:25][CH2:26][C:27]([F:30])([F:29])[F:28])[C:5]2[N:6]([C:8]([C:11]3[CH:22]=[CH:21][C:14]([C:15]([NH:17][CH:18]4[CH2:20][CH2:19]4)=[O:16])=[C:13]([CH3:23])[CH:12]=3)=[CH:9][N:10]=2)[CH:7]=1.[CH3:31][S-:32].[Na+].O. Given the product [CH:18]1([NH:17][C:15](=[O:16])[C:14]2[CH:21]=[CH:22][C:11]([C:8]3[N:6]4[CH:7]=[C:2]([S:32][CH3:31])[CH:3]=[C:4]([NH:24][CH2:25][CH2:26][C:27]([F:30])([F:29])[F:28])[C:5]4=[N:10][CH:9]=3)=[CH:12][C:13]=2[CH3:23])[CH2:20][CH2:19]1, predict the reactants needed to synthesize it. (6) Given the product [CH2:1]([O:26][C:24](=[O:25])[CH2:23][CH2:22][CH:19]1[CH2:18][CH2:17][N:16]([C:14]([O:13][C:9]([CH3:11])([CH3:10])[CH3:12])=[O:15])[CH2:21][CH2:20]1)[C:2]1[CH:7]=[CH:6][CH:5]=[CH:4][CH:3]=1, predict the reactants needed to synthesize it. The reactants are: [CH2:1](Br)[C:2]1[CH:7]=[CH:6][CH:5]=[CH:4][CH:3]=1.[C:9]([O:13][C:14]([N:16]1[CH2:21][CH2:20][CH:19]([CH2:22][CH2:23][C:24]([OH:26])=[O:25])[CH2:18][CH2:17]1)=[O:15])([CH3:12])([CH3:11])[CH3:10].C([O-])([O-])=O.[K+].[K+]. (7) Given the product [CH:16]1([N:7]2[CH2:8][C:9]([F:15])([F:14])[C:10](=[O:13])[N:11]([CH3:12])[C:5]3[CH:4]=[N:3][C:2]([NH:35][C:36]4[CH:52]=[CH:51][C:39]([C:40]([NH:42][CH:43]5[CH2:44][CH2:45][N:46]([CH2:49][CH3:50])[CH2:47][CH2:48]5)=[O:41])=[CH:38][C:37]=4[O:53][CH3:54])=[N:22][C:6]2=3)[CH2:21][CH2:20][CH2:19][CH2:18][CH2:17]1, predict the reactants needed to synthesize it. The reactants are: Cl[C:2]1[N:3]=[CH:4][C:5]2[N:11]([CH3:12])[C:10](=[O:13])[C:9]([F:15])([F:14])[CH2:8][N:7]([CH:16]3[CH2:21][CH2:20][CH2:19][CH2:18][CH2:17]3)[C:6]=2[N:22]=1.O.C1(C)C(S(O)(=O)=O)=CC=CC=1.[NH2:35][C:36]1[CH:52]=[CH:51][C:39]([C:40]([NH:42][CH:43]2[CH2:48][CH2:47][N:46]([CH2:49][CH3:50])[CH2:45][CH2:44]2)=[O:41])=[CH:38][C:37]=1[O:53][CH3:54].